Dataset: Forward reaction prediction with 1.9M reactions from USPTO patents (1976-2016). Task: Predict the product of the given reaction. (1) Given the reactants [CH2:1]([OH:6])[C:2]([F:5])([F:4])[F:3].[F:7][C:8]([F:21])([F:20])[S:9](O[S:9]([C:8]([F:21])([F:20])[F:7])(=[O:11])=[O:10])(=[O:11])=[O:10].C(N(CC)C(C)C)(C)C.C(=O)([O-])[O-].[Na+].[Na+], predict the reaction product. The product is: [F:7][C:8]([F:21])([F:20])[S:9]([O:6][CH2:1][C:2]([F:5])([F:4])[F:3])(=[O:11])=[O:10]. (2) Given the reactants [OH:1][CH:2]1[CH2:6][CH2:5][N:4]([CH2:7][C:8]([NH:10][C@H:11]2[CH2:15][CH2:14][N:13](C(OC(C)(C)C)=O)[CH2:12]2)=[O:9])[CH2:3]1.[F:23][C:24]([F:29])([F:28])[C:25]([OH:27])=[O:26], predict the reaction product. The product is: [OH:1][CH:2]1[CH2:6][CH2:5][N:4]([CH2:7][C:8]([NH:10][C@H:11]2[CH2:15][CH2:14][NH:13][CH2:12]2)=[O:9])[CH2:3]1.[F:23][C:24]([F:29])([F:28])[C:25]([O-:27])=[O:26]. (3) The product is: [Br:1][C:2]1[C:3]([CH3:11])=[CH:4][C:5]2[N:6]([C:8]([I:17])=[CH:9][N:10]=2)[CH:7]=1. Given the reactants [Br:1][C:2]1[C:3]([CH3:11])=[CH:4][C:5]2[N:6]([CH:8]=[CH:9][N:10]=2)[CH:7]=1.C([O-])(=O)C.[Na+].[I:17]I, predict the reaction product. (4) Given the reactants Cl[Si:2]([CH:9]1[CH2:13][CH2:12][CH2:11][CH2:10]1)([O:6][CH2:7][CH3:8])[O:3][CH2:4][CH3:5].[CH2:14]([Mg]Br)[CH:15]([CH3:17])[CH3:16].[Cl-].[NH4+], predict the reaction product. The product is: [CH:9]1([Si:2]([CH2:14][CH:15]([CH3:17])[CH3:16])([O:6][CH2:7][CH3:8])[O:3][CH2:4][CH3:5])[CH2:13][CH2:12][CH2:11][CH2:10]1. (5) Given the reactants Br[C:2]1[CH:3]=[C:4]([C@H:8]([NH:13][C@@H:14]([CH2:27][CH:28]([CH3:30])[CH3:29])[C:15]([N:17]2[CH2:21][C@H:20]([F:22])[C@H:19]3[O:23][CH2:24][C@H:25]([OH:26])[C@@H:18]23)=[O:16])[C:9]([F:12])([F:11])[F:10])[CH:5]=[CH:6][CH:7]=1.[N:31]1[CH:36]=[CH:35][C:34](B(O)O)=[CH:33][CH:32]=1, predict the reaction product. The product is: [F:22][C@H:20]1[CH2:21][N:17]([C:15](=[O:16])[C@@H:14]([NH:13][C@@H:8]([C:4]2[CH:5]=[CH:6][CH:7]=[C:2]([C:34]3[CH:35]=[CH:36][N:31]=[CH:32][CH:33]=3)[CH:3]=2)[C:9]([F:12])([F:11])[F:10])[CH2:27][CH:28]([CH3:30])[CH3:29])[C@@H:18]2[C@@H:25]([OH:26])[CH2:24][O:23][C@H:19]12. (6) Given the reactants [CH3:1][O:2][C:3](=[O:15])[CH2:4][CH2:5][CH2:6][CH2:7][CH2:8][CH2:9][CH:10]([OH:14])[C:11]([OH:13])=O.S(=[N:18][C:19]1[CH:24]=[CH:23][CH:22]=[CH:21][CH:20]=1)=O.N1C=NC=N1, predict the reaction product. The product is: [CH3:1][O:2][C:3](=[O:15])[CH2:4][CH2:5][CH2:6][CH2:7][CH2:8][CH2:9][CH:10]([OH:14])[C:11](=[O:13])[NH:18][C:19]1[CH:24]=[CH:23][CH:22]=[CH:21][CH:20]=1. (7) Given the reactants [CH3:1][O:2][C:3]1[CH:4]=[C:5]2[C:10](=[CH:11][C:12]=1[O:13][CH3:14])[N:9]=[CH:8][CH:7]=[C:6]2[O:15][C:16]1[C:22]([CH3:23])=[CH:21][C:19]([NH2:20])=[C:18]([CH3:24])[CH:17]=1.Cl[C:26](Cl)([O:28][C:29](=[O:35])OC(Cl)(Cl)Cl)Cl.[C:37]([C:41]1[CH:46]=[CH:45]C(O)=[CH:43][CH:42]=1)([CH3:40])([CH3:39])[CH3:38].C(=O)(O)[O-].[Na+], predict the reaction product. The product is: [CH3:1][O:2][C:3]1[CH:4]=[C:5]2[C:10](=[CH:11][C:12]=1[O:13][CH3:14])[N:9]=[CH:8][CH:7]=[C:6]2[O:15][C:16]1[C:22]([CH3:23])=[CH:21][C:19]([NH:20][C:29](=[O:35])[O:28][C:26]2[CH:45]=[CH:46][C:41]([C:37]([CH3:40])([CH3:39])[CH3:38])=[CH:42][CH:43]=2)=[C:18]([CH3:24])[CH:17]=1.